This data is from NCI-60 drug combinations with 297,098 pairs across 59 cell lines. The task is: Regression. Given two drug SMILES strings and cell line genomic features, predict the synergy score measuring deviation from expected non-interaction effect. (1) Drug 1: C1=C(C(=O)NC(=O)N1)F. Drug 2: C1=CC(=CC=C1CC(C(=O)O)N)N(CCCl)CCCl.Cl. Cell line: SN12C. Synergy scores: CSS=34.4, Synergy_ZIP=-1.17, Synergy_Bliss=3.37, Synergy_Loewe=5.35, Synergy_HSA=6.65. (2) Drug 1: C1=CC(=C(C=C1I)F)NC2=C(C=CC(=C2F)F)C(=O)NOCC(CO)O. Drug 2: CCC1=C2CN3C(=CC4=C(C3=O)COC(=O)C4(CC)O)C2=NC5=C1C=C(C=C5)O. Cell line: SW-620. Synergy scores: CSS=64.1, Synergy_ZIP=-3.74, Synergy_Bliss=-4.35, Synergy_Loewe=-0.901, Synergy_HSA=1.61. (3) Cell line: SK-MEL-28. Synergy scores: CSS=16.5, Synergy_ZIP=-2.45, Synergy_Bliss=3.09, Synergy_Loewe=-2.74, Synergy_HSA=2.55. Drug 1: CC1=C(C=C(C=C1)NC(=O)C2=CC=C(C=C2)CN3CCN(CC3)C)NC4=NC=CC(=N4)C5=CN=CC=C5. Drug 2: CC1CCC2CC(C(=CC=CC=CC(CC(C(=O)C(C(C(=CC(C(=O)CC(OC(=O)C3CCCCN3C(=O)C(=O)C1(O2)O)C(C)CC4CCC(C(C4)OC)O)C)C)O)OC)C)C)C)OC.